Dataset: Catalyst prediction with 721,799 reactions and 888 catalyst types from USPTO. Task: Predict which catalyst facilitates the given reaction. (1) Reactant: C(OC([N:8]1[CH2:13][CH2:12][N:11]([C:14](=[O:35])[CH2:15][N:16]2[C:20]([C:21]3[CH:26]=[CH:25][C:24]([F:27])=[CH:23][CH:22]=3)=[N:19][C:18]([C:28]3[CH:33]=[CH:32][C:31]([F:34])=[CH:30][CH:29]=3)=[N:17]2)[CH2:10][CH2:9]1)=O)(C)(C)C.C(O)(=O)C. Product: [F:34][C:31]1[CH:30]=[CH:29][C:28]([C:18]2[N:19]=[C:20]([C:21]3[CH:22]=[CH:23][C:24]([F:27])=[CH:25][CH:26]=3)[N:16]([CH2:15][C:14]([N:11]3[CH2:10][CH2:9][NH:8][CH2:13][CH2:12]3)=[O:35])[N:17]=2)=[CH:33][CH:32]=1. The catalyst class is: 4. (2) Reactant: C(C1C=CC=CC=1)C.N([O:11][C:12](C)(C)[CH3:13])=O.ON1C(=O)C2=CC=CC=C2C1=O.C(=NO)(C1C=CC=CC=1)C.[N+](C(C1C=CC=CC=1)C)([O-])=O.[C:49]([C:52]1[CH:57]=[CH:56][CH:55]=[CH:54][CH:53]=1)(=[O:51])[CH3:50]. Product: [C:12]([O:51][CH:49]([CH3:50])[C:52]1[CH:57]=[CH:56][CH:55]=[CH:54][CH:53]=1)(=[O:11])[CH3:13]. The catalyst class is: 15. (3) Product: [Cl:1][C:2]1[CH:3]=[C:4]([C:9]2([C:21]([F:22])([F:24])[F:23])[O:13][N:12]=[C:11]([C:14]3[CH:15]=[CH:16][C:17]([N:18]4[CH:29]=[N:28][CH:31]=[N:33]4)=[CH:19][CH:20]=3)[CH2:10]2)[CH:5]=[C:6]([Cl:8])[CH:7]=1. The catalyst class is: 228. Reactant: [Cl:1][C:2]1[CH:3]=[C:4]([C:9]2([C:21]([F:24])([F:23])[F:22])[O:13][N:12]=[C:11]([C:14]3[CH:20]=[CH:19][C:17]([NH2:18])=[CH:16][CH:15]=3)[CH2:10]2)[CH:5]=[C:6]([Cl:8])[CH:7]=1.C(N[NH:28][CH:29]=O)=O.[CH2:31]([N:33](CC)CC)C.C[Si](C)(C)Cl. (4) The catalyst class is: 106. Reactant: [C:1]([O:4][C@@H:5]1[C@@H:10]([O:11][C:12](=[O:14])[CH3:13])[C@H:9]([O:15][C:16](=[O:18])[CH3:17])[C@@H:8]([CH2:19][O:20][C:21](=[O:23])[CH3:22])[O:7][C@H:6]1[N:24]1[C:28]2=[N:29][CH:30]=[CH:31][CH:32]=[C:27]2[C:26]([C:33]2[C:37](=[O:38])[N:36]([CH3:39])[C:35](=[O:40])[C:34]=2[C:41]2[C:49]3[C:44](=[CH:45][CH:46]=[CH:47][CH:48]=3)[N:43](C(OC(C)(C)C)=O)[CH:42]=2)=[CH:25]1)(=[O:3])[CH3:2].C(N(CC)CC)C.C(=O)(O)[O-].[Na+]. Product: [NH:43]1[C:44]2[C:49](=[CH:48][CH:47]=[CH:46][CH:45]=2)[C:41]([C:34]2[C:35](=[O:40])[N:36]([CH3:39])[C:37](=[O:38])[C:33]=2[C:26]2[C:27]3[C:28](=[N:29][CH:30]=[CH:31][CH:32]=3)[N:24]([C@@H:6]3[O:7][C@H:8]([CH2:19][O:20][C:21](=[O:23])[CH3:22])[C@@H:9]([O:15][C:16](=[O:18])[CH3:17])[C@H:10]([O:11][C:12](=[O:14])[CH3:13])[C@H:5]3[O:4][C:1](=[O:3])[CH3:2])[CH:25]=2)=[CH:42]1. (5) Reactant: [F:1][C:2]([F:13])([F:12])[CH2:3]OS(C(F)(F)F)(=O)=O.[CH2:14]([NH2:21])[C:15]1[CH:20]=[CH:19][CH:18]=[CH:17][CH:16]=1. Product: [CH2:14]([NH:21][CH2:3][C:2]([F:13])([F:12])[F:1])[C:15]1[CH:20]=[CH:19][CH:18]=[CH:17][CH:16]=1. The catalyst class is: 113. (6) Reactant: [F:1][C:2]1[CH:8]=[C:7](I)[CH:6]=[CH:5][C:3]=1[NH2:4].B1(B2OC(C)(C)C(C)(C)O2)OC(C)(C)C(C)(C)O1.C([O-])(=O)C.[K+].Br[C:34]1[CH:39]=[CH:38][C:37]([C:40]([F:43])([F:42])[F:41])=[C:36]([F:44])[CH:35]=1.C(=O)([O-])[O-].[K+].[K+]. Product: [F:1][C:2]1[CH:8]=[C:7]([C:34]2[CH:39]=[CH:38][C:37]([C:40]([F:42])([F:43])[F:41])=[C:36]([F:44])[CH:35]=2)[CH:6]=[CH:5][C:3]=1[NH2:4]. The catalyst class is: 35. (7) Reactant: [CH2:1]([Li])CCC.[CH:6]([O:9][C:10]1[CH:17]=[CH:16][C:15]([O:18][CH:19]([CH3:21])[CH3:20])=[CH:14][C:11]=1[CH:12]=O)([CH3:8])[CH3:7].O. Product: [CH:6]([O:9][C:10]1[CH:17]=[CH:16][C:15]([O:18][CH:19]([CH3:21])[CH3:20])=[CH:14][C:11]=1[CH:12]=[CH2:1])([CH3:8])[CH3:7]. The catalyst class is: 7. (8) Reactant: [Br:1][C:2]1[CH:7]=[CH:6][C:5]([N:8]=[C:9]=[O:10])=[CH:4][CH:3]=1.[N-:11]=[N+:12]=[N-:13].[Na+].[Al+3].[Cl-].[Cl-].[Cl-]. Product: [Br:1][C:2]1[CH:7]=[CH:6][C:5]([N:8]2[C:9](=[O:10])[NH:13][N:12]=[N:11]2)=[CH:4][CH:3]=1. The catalyst class is: 1. (9) Reactant: [CH:1]([C:4]1[CH:5]=[CH:6][C:7]([O:36][CH3:37])=[C:8]([C:10]2[CH:15]=[CH:14][C:13]([C:16]([F:19])([F:18])[F:17])=[CH:12][C:11]=2[CH2:20][NH:21][CH2:22][C:23]2[CH:28]=[C:27]([C:29]([F:32])([F:31])[F:30])[CH:26]=[C:25]([N+:33]([O-:35])=[O:34])[CH:24]=2)[CH:9]=1)([CH3:3])[CH3:2].Cl[C:39]([O:41][CH3:42])=[O:40].C(N(CC)C(C)C)(C)C.O. Product: [CH:1]([C:4]1[CH:5]=[CH:6][C:7]([O:36][CH3:37])=[C:8]([C:10]2[CH:15]=[CH:14][C:13]([C:16]([F:18])([F:19])[F:17])=[CH:12][C:11]=2[CH2:20][N:21]([CH2:22][C:23]2[CH:28]=[C:27]([C:29]([F:30])([F:31])[F:32])[CH:26]=[C:25]([N+:33]([O-:35])=[O:34])[CH:24]=2)[C:39](=[O:40])[O:41][CH3:42])[CH:9]=1)([CH3:3])[CH3:2]. The catalyst class is: 2.